The task is: Predict the reaction yield, written as a fraction of the theoretical maximum amount of product (1.0 means a 100% yield; for example, 0.34 means a 34% yield).. This data is from Reaction yield outcomes from USPTO patents with 853,638 reactions. (1) The reactants are [F:1][C:2]1[CH:7]=[CH:6][C:5]([C:8]([C:11]2[CH:16]=[CH:15][C:14]([F:17])=[CH:13][CH:12]=2)=[CH:9][CH3:10])=[CH:4][CH:3]=1.[Br:18]Br.N1C=CC=CC=1.C(=O)([O-])O.[Na+]. The catalyst is C1(C)C=CC=CC=1.ClCCCl. The product is [F:1][C:2]1[CH:3]=[CH:4][C:5]([C:8]([C:11]2[CH:12]=[CH:13][C:14]([F:17])=[CH:15][CH:16]=2)=[C:9]([Br:18])[CH3:10])=[CH:6][CH:7]=1. The yield is 0.450. (2) The reactants are [H-].[Na+].[CH:3]1([S:6]([NH2:9])(=[O:8])=[O:7])[CH2:5][CH2:4]1.[CH2:10]([C:12]1[N:16]([C:17]2[CH:18]=[C:19]([CH:23]3[C:32]([CH3:34])([CH3:33])[CH2:31][C:30]4[C:25](=[CH:26][CH:27]=[C:28]([C:35](O)=[O:36])[CH:29]=4)[NH:24]3)[CH:20]=[CH:21][CH:22]=2)[N:15]=[N:14][N:13]=1)[CH3:11].C(N1C=CN=C1)(N1C=CN=C1)=O. The catalyst is CN(C)C=O. The product is [CH2:10]([C:12]1[N:16]([C:17]2[CH:18]=[C:19]([CH:23]3[C:32]([CH3:33])([CH3:34])[CH2:31][C:30]4[C:25](=[CH:26][CH:27]=[C:28]([C:35]([NH:9][S:6]([CH:3]5[CH2:5][CH2:4]5)(=[O:8])=[O:7])=[O:36])[CH:29]=4)[NH:24]3)[CH:20]=[CH:21][CH:22]=2)[N:15]=[N:14][N:13]=1)[CH3:11]. The yield is 0.400. (3) The reactants are [Br:1][C:2]1[C:11]2[C:6](=[CH:7][CH:8]=[C:9]([O:12][CH3:13])[N:10]=2)[N:5]=[CH:4][C:3]=1[NH2:14].[F:15][B-:16]([F:19])([F:18])[F:17].[N:20]#[O+]. The catalyst is C1COCC1. The product is [F:15][B-:16]([F:19])([F:18])[F:17].[Br:1][C:2]1[C:11]2[C:6](=[CH:7][CH:8]=[C:9]([O:12][CH3:13])[N:10]=2)[N:5]=[CH:4][C:3]=1[N+:14]#[N:20]. The yield is 0.900. (4) The reactants are [CH3:1][C:2]([CH3:7])([CH3:6])[C:3]([NH2:5])=[O:4].C[Si]([N-][Si](C)(C)C)(C)C.[Li+].Cl[C:19]([O:21][C:22]([CH3:24])=[CH2:23])=[O:20]. The catalyst is C1COCC1. The product is [C:3]([NH:5][C:19](=[O:20])[O:21][C:22]([CH3:24])=[CH2:23])(=[O:4])[C:2]([CH3:7])([CH3:6])[CH3:1]. The yield is 1.06.